This data is from Reaction yield outcomes from USPTO patents with 853,638 reactions. The task is: Predict the reaction yield, written as a fraction of the theoretical maximum amount of product (1.0 means a 100% yield; for example, 0.34 means a 34% yield). (1) The reactants are [OH:1][C@H:2]([CH3:37])[C@H:3]([NH:6][C:7]([C:9]1[NH:10][C:11]([C:14]2[CH:19]=[C:18]([O:20][C:21]3[CH:22]=[N:23][C:24]([S:27]([CH3:30])(=[O:29])=[O:28])=[CH:25][CH:26]=3)[CH:17]=[C:16]([O:31][C@@H:32]([CH3:36])[CH2:33][O:34][CH3:35])[CH:15]=2)=[CH:12][CH:13]=1)=[O:8])[CH2:4][OH:5].C(N(CC)CC)C.[CH:45]([Si:48](Cl)([CH:52]([CH3:54])[CH3:53])[CH:49]([CH3:51])[CH3:50])([CH3:47])[CH3:46]. The catalyst is CN(C)C1C=CN=CC=1.C(Cl)Cl. The product is [OH:1][C@H:2]([CH3:37])[C@H:3]([NH:6][C:7]([C:9]1[NH:10][C:11]([C:14]2[CH:19]=[C:18]([O:20][C:21]3[CH:22]=[N:23][C:24]([S:27]([CH3:30])(=[O:29])=[O:28])=[CH:25][CH:26]=3)[CH:17]=[C:16]([O:31][C@@H:32]([CH3:36])[CH2:33][O:34][CH3:35])[CH:15]=2)=[CH:12][CH:13]=1)=[O:8])[CH2:4][O:5][Si:48]([CH:52]([CH3:54])[CH3:53])([CH:49]([CH3:51])[CH3:50])[CH:45]([CH3:47])[CH3:46]. The yield is 0.900. (2) The reactants are Cl[C:2]1[CH:7]=[CH:6][N:5]=[CH:4][C:3]=1[N+:8]([O-:10])=[O:9].[F:11][C:12]([F:28])([F:27])[C@H:13]1[CH2:18][NH:17][CH2:16][C@@H:15]([NH:19][C:20](=[O:26])[O:21][C:22]([CH3:25])([CH3:24])[CH3:23])[CH2:14]1.CCN(C(C)C)C(C)C. The catalyst is C(O)(C)C. The product is [N+:8]([C:3]1[CH:4]=[N:5][CH:6]=[CH:7][C:2]=1[N:17]1[CH2:18][C@H:13]([C:12]([F:28])([F:27])[F:11])[CH2:14][C@H:15]([NH:19][C:20](=[O:26])[O:21][C:22]([CH3:24])([CH3:23])[CH3:25])[CH2:16]1)([O-:10])=[O:9]. The yield is 0.800. (3) The reactants are [Cl:1]C(OC(Cl)C)=O.C([N:15]1[CH2:20][CH2:19][C:18]([F:22])([F:21])[CH2:17][CH2:16]1)C1C=CC=CC=1. The catalyst is ClCCl. The product is [ClH:1].[F:21][C:18]1([F:22])[CH2:19][CH2:20][NH:15][CH2:16][CH2:17]1. The yield is 0.870. (4) The reactants are [NH:1]1[C:9]2[C:4](=[CH:5][CH:6]=[CH:7][CH:8]=2)[C:3]([C:10]2[NH:11][C:12]3[C:13]([N:27]=2)=[CH:14][C:15]2[C:16]([CH3:26])([CH3:25])[C:17](=[O:24])[N:18]([CH2:21][C:22]#[N:23])[C:19]=2[CH:20]=3)=[N:2]1.[N-:28]=[N+:29]=[N-:30].[Na+].[Cl-].[NH4+].C([O-])(O)=O.[Na+]. The catalyst is CN(C=O)C. The product is [NH:1]1[C:9]2[C:4](=[CH:5][CH:6]=[CH:7][CH:8]=2)[C:3]([C:10]2[NH:11][C:12]3[C:13]([N:27]=2)=[CH:14][C:15]2[C:16]([CH3:25])([CH3:26])[C:17](=[O:24])[N:18]([CH2:21][C:22]4[NH:30][N:29]=[N:28][N:23]=4)[C:19]=2[CH:20]=3)=[N:2]1. The yield is 0.340. (5) The reactants are [Br:1][C:2]1[CH:3]=[C:4]([CH:29]=[CH:30][CH:31]=1)[CH2:5][NH:6][C:7]1[CH:8]=[C:9]([N:16]2[CH2:21][CH2:20][N:19](C(OC(C)(C)C)=O)[CH2:18][CH2:17]2)[CH:10]=[CH:11][C:12]=1[N+:13]([O-:15])=[O:14].[ClH:32]. The catalyst is ClCCl.C(OCC)C. The product is [ClH:32].[Br:1][C:2]1[CH:3]=[C:4]([CH:29]=[CH:30][CH:31]=1)[CH2:5][NH:6][C:7]1[CH:8]=[C:9]([N:16]2[CH2:21][CH2:20][NH:19][CH2:18][CH2:17]2)[CH:10]=[CH:11][C:12]=1[N+:13]([O-:15])=[O:14]. The yield is 0.390. (6) The reactants are [NH2:1][C:2]1[CH:10]=[CH:9][CH:8]=[C:7]2[C:3]=1[C:4](=[O:21])[N:5]([C:12]1([CH3:20])[CH2:17][CH2:16][C:15](=[O:18])[NH:14][C:13]1=[O:19])[C:6]2=[O:11].[CH3:22][O:23][CH2:24][C:25](Cl)=[O:26].CO. The catalyst is C1COCC1. The product is [CH3:22][O:23][CH2:24][C:25]([NH:1][C:2]1[CH:10]=[CH:9][CH:8]=[C:7]2[C:3]=1[C:4](=[O:21])[N:5]([C:12]1([CH3:20])[CH2:17][CH2:16][C:15](=[O:18])[NH:14][C:13]1=[O:19])[C:6]2=[O:11])=[O:26]. The yield is 0.870. (7) The reactants are [ClH:1].[CH3:2][N:3]([CH3:31])[CH:4]1[CH2:9][CH2:8][N:7]([C:10](=[O:30])[CH2:11][CH2:12][C:13]2[N:14]([CH2:18][C:19]([O:21][CH2:22][CH2:23][CH2:24][CH2:25][CH2:26][CH2:27][CH2:28][CH3:29])=[O:20])[CH:15]=[CH:16][N:17]=2)[CH2:6][CH2:5]1. The catalyst is C(OCC)C. The product is [ClH:1].[CH3:31][N:3]([CH3:2])[CH:4]1[CH2:9][CH2:8][N:7]([C:10](=[O:30])[CH2:11][CH2:12][C:13]2[N:14]([CH2:18][C:19]([O:21][CH2:22][CH2:23][CH2:24][CH2:25][CH2:26][CH2:27][CH2:28][CH3:29])=[O:20])[CH:15]=[CH:16][N:17]=2)[CH2:6][CH2:5]1. The yield is 0.230. (8) The reactants are [Br:1][C:2]1[CH:7]=[CH:6][C:5]([O:8][CH2:9][CH2:10][CH2:11]Br)=[CH:4][CH:3]=1.Cl.[F:14][C:15]1([F:21])[CH2:20][CH2:19][NH:18][CH2:17][CH2:16]1.C(=O)([O-])[O-].[K+].[K+]. The catalyst is C(#N)C. The product is [Br:1][C:2]1[CH:7]=[CH:6][C:5]([O:8][CH2:9][CH2:10][CH2:11][N:18]2[CH2:19][CH2:20][C:15]([F:21])([F:14])[CH2:16][CH2:17]2)=[CH:4][CH:3]=1. The yield is 0.500. (9) The reactants are [CH3:1][O:2][C:3]([C:5]1[NH:6][CH:7]=[CH:8][CH:9]=1)=[O:4].ClS([N:14]=[C:15]=O)(=O)=O.CN(C)C=O. The catalyst is C(#N)C. The product is [CH3:1][O:2][C:3]([C:5]1[NH:6][CH:7]=[C:8]([C:15]#[N:14])[CH:9]=1)=[O:4]. The yield is 0.454.